From a dataset of Forward reaction prediction with 1.9M reactions from USPTO patents (1976-2016). Predict the product of the given reaction. (1) Given the reactants [NH2:1][CH:2]([C:7]1[O:8][CH:9]=[CH:10][CH:11]=1)[C:3]([O:5][CH3:6])=[O:4].[BrH:12], predict the reaction product. The product is: [BrH:12].[NH2:1][CH:2]([C:7]1[O:8][CH:9]=[CH:10][CH:11]=1)[C:3]([O:5][CH3:6])=[O:4]. (2) Given the reactants [NH2:1][C:2]([NH2:4])=[S:3].[Cl:5][C:6]1[C:13]([Cl:14])=[CH:12][CH:11]=[C:10]([F:15])[C:7]=1[CH2:8][Br:9], predict the reaction product. The product is: [BrH:9].[Cl:5][C:6]1[C:13]([Cl:14])=[CH:12][CH:11]=[C:10]([F:15])[C:7]=1[CH2:8][S:3][C:2](=[NH:4])[NH2:1]. (3) Given the reactants Cl[C:2]1C=CC=C(C(OO)=O)[CH:3]=1.C(S[C:15]1[C:16]([C:21]([N:23]([CH3:37])[C:24]2[CH:29]=[CH:28][C:27]([C:30]([F:36])([F:35])[C:31]([F:34])([F:33])[F:32])=[CH:26][N:25]=2)=[O:22])=[N:17][CH:18]=[CH:19][CH:20]=1)C.C(=O)(O)[O-].[Na+].[S:43]([O-:47])([O-])(=[O:45])=S.[Na+].[Na+], predict the reaction product. The product is: [CH2:2]([S:43]([C:15]1[C:16]([C:21]([N:23]([CH3:37])[C:24]2[CH:29]=[CH:28][C:27]([C:30]([F:36])([F:35])[C:31]([F:32])([F:34])[F:33])=[CH:26][N:25]=2)=[O:22])=[N:17][CH:18]=[CH:19][CH:20]=1)(=[O:47])=[O:45])[CH3:3]. (4) Given the reactants [F:1][C:2]([F:16])([F:15])[C:3]1[CH:8]=[CH:7][C:6]([C@:9]23[CH2:14][C@H:13]2[CH2:12][NH:11][CH2:10]3)=[CH:5][CH:4]=1.C(N(CC)CC)C.Br[CH2:25][CH2:26][CH2:27][OH:28].[Na+].[I-], predict the reaction product. The product is: [F:16][C:2]([F:1])([F:15])[C:3]1[CH:4]=[CH:5][C:6]([C@:9]23[CH2:14][C@H:13]2[CH2:12][N:11]([CH2:25][CH2:26][CH2:27][OH:28])[CH2:10]3)=[CH:7][CH:8]=1. (5) Given the reactants [N:1]1([S:11]([C:14]2[CH:15]=[C:16]([N:20]3[C:25](=O)[C:24]4=[C:27]([C:30](O)=[O:31])[S:28][CH:29]=[C:23]4[NH:22][C:21]3=[O:33])[CH:17]=[CH:18][CH:19]=2)(=[O:13])=[O:12])[C:10]2[C:5](=[CH:6][CH:7]=[CH:8][CH:9]=2)[CH2:4][CH2:3][CH2:2]1.B.[OH-].[Na+], predict the reaction product. The product is: [N:1]1([S:11]([C:14]2[CH:15]=[C:16]([N:20]3[CH2:25][C:24]4=[C:27]([CH2:30][OH:31])[S:28][CH:29]=[C:23]4[NH:22][C:21]3=[O:33])[CH:17]=[CH:18][CH:19]=2)(=[O:13])=[O:12])[C:10]2[C:5](=[CH:6][CH:7]=[CH:8][CH:9]=2)[CH2:4][CH2:3][CH2:2]1. (6) Given the reactants Cl[C:2]1[C:11]2[C:6](=[CH:7][CH:8]=[C:9]([O:12][CH3:13])[CH:10]=2)[C:5]([CH2:14][CH3:15])=[N:4][N:3]=1.[NH2:16][CH:17]1[CH2:22][CH2:21][N:20]([CH2:23][C:24]2[CH:33]=[CH:32][C:31]3[C:26](=[CH:27][CH:28]=[CH:29][CH:30]=3)[CH:25]=2)[CH2:19][CH2:18]1, predict the reaction product. The product is: [CH2:14]([C:5]1[C:6]2[C:11](=[CH:10][C:9]([O:12][CH3:13])=[CH:8][CH:7]=2)[C:2]([NH:16][CH:17]2[CH2:18][CH2:19][N:20]([CH2:23][C:24]3[CH:33]=[CH:32][C:31]4[C:26](=[CH:27][CH:28]=[CH:29][CH:30]=4)[CH:25]=3)[CH2:21][CH2:22]2)=[N:3][N:4]=1)[CH3:15]. (7) Given the reactants [Cl:1][C:2]1[CH:3]=[C:4]([CH2:8][CH2:9][NH2:10])[CH:5]=[CH:6][CH:7]=1.[CH3:11][C:12]1[N:13]=[C:14]([CH2:35][CH2:36][CH3:37])[N:15]2[C:20]=1[C:19](N1C=NC=N1)=[N:18][C:17]([C:26]1[CH:31]=[CH:30][CH:29]=[CH:28][C:27]=1[O:32][CH2:33][CH3:34])=[N:16]2, predict the reaction product. The product is: [Cl:1][C:2]1[CH:3]=[C:4]([CH2:8][CH2:9][NH:10][C:19]2[C:20]3=[C:12]([CH3:11])[N:13]=[C:14]([CH2:35][CH2:36][CH3:37])[N:15]3[N:16]=[C:17]([C:26]3[CH:31]=[CH:30][CH:29]=[CH:28][C:27]=3[O:32][CH2:33][CH3:34])[N:18]=2)[CH:5]=[CH:6][CH:7]=1. (8) Given the reactants [Cl:1][C:2]1[N:7]=[C:6]([CH2:8][N:9]2[C:14]([C:15]([C:17]3[CH:18]=[C:19]([CH:22]=[C:23]([CH3:25])[CH:24]=3)[C:20]#[N:21])=[O:16])=[C:13]([CH:26]([CH3:28])[CH3:27])[C:12](=[O:29])[NH:11][C:10]2=[O:30])[CH:5]=[C:4](Cl)[N:3]=1.[CH3:32][O:33][C:34]1[CH:41]=[CH:40][C:37]([CH2:38][NH2:39])=[CH:36][CH:35]=1, predict the reaction product. The product is: [Cl:1][C:2]1[N:7]=[C:6]([CH2:8][N:9]2[C:14]([C:15]([C:17]3[CH:18]=[C:19]([CH:22]=[C:23]([CH3:25])[CH:24]=3)[C:20]#[N:21])=[O:16])=[C:13]([CH:26]([CH3:27])[CH3:28])[C:12](=[O:29])[NH:11][C:10]2=[O:30])[CH:5]=[C:4]([NH:39][CH2:38][C:37]2[CH:40]=[CH:41][C:34]([O:33][CH3:32])=[CH:35][CH:36]=2)[N:3]=1. (9) Given the reactants [Cl:1][C:2]1[N:7]=[N:6][C:5]([N:8]2[CH2:13][CH2:12][N:11]([CH2:14][CH2:15][CH2:16][OH:17])[CH2:10][CH2:9]2)=[CH:4][CH:3]=1.[O:18]([C:21]1[CH:26]=[CH:25][C:24](O)=[CH:23][CH:22]=1)[CH2:19][CH3:20].C1(P(C2C=CC=CC=2)C2C=CC=CC=2)C=CC=CC=1.CCOC(/N=N/C(OCC)=O)=O, predict the reaction product. The product is: [O:18]([C:21]1[CH:26]=[CH:25][C:24]([O:17][CH2:16][CH2:15][CH2:14][N:11]2[CH2:12][CH2:13][N:8]([C:5]3[N:6]=[N:7][C:2]([Cl:1])=[CH:3][CH:4]=3)[CH2:9][CH2:10]2)=[CH:23][CH:22]=1)[CH2:19][CH3:20]. (10) Given the reactants [Cl:1][C:2]1[CH:7]=[C:6]([C:8](OC)=[O:9])[CH:5]=[C:4]([O:12][CH3:13])[N:3]=1.[Li+].[BH4-], predict the reaction product. The product is: [Cl:1][C:2]1[CH:7]=[C:6]([CH2:8][OH:9])[CH:5]=[C:4]([O:12][CH3:13])[N:3]=1.